Dataset: Merck oncology drug combination screen with 23,052 pairs across 39 cell lines. Task: Regression. Given two drug SMILES strings and cell line genomic features, predict the synergy score measuring deviation from expected non-interaction effect. Drug 1: CN1C(=O)C=CC2(C)C3CCC4(C)C(NC(=O)OCC(F)(F)F)CCC4C3CCC12. Drug 2: Cn1nnc2c(C(N)=O)ncn2c1=O. Cell line: OV90. Synergy scores: synergy=-11.8.